Dataset: Catalyst prediction with 721,799 reactions and 888 catalyst types from USPTO. Task: Predict which catalyst facilitates the given reaction. Reactant: [OH:1][CH:2]([C:4]([CH3:18])([CH:16]=[CH2:17])[C:5]([N:7]1[C@@H:11]([CH:12]([CH3:14])[CH3:13])[CH2:10][O:9][C:8]1=[O:15])=[O:6])[CH3:3].[Si:19](Cl)([C:22]([CH3:25])([CH3:24])[CH3:23])([CH3:21])[CH3:20].N1C=CN=C1. Product: [C:22]([Si:19]([CH3:21])([CH3:20])[O:1][CH:2]([C:4]([CH3:18])([CH:16]=[CH2:17])[C:5]([N:7]1[C@@H:11]([CH:12]([CH3:13])[CH3:14])[CH2:10][O:9][C:8]1=[O:15])=[O:6])[CH3:3])([CH3:25])([CH3:24])[CH3:23]. The catalyst class is: 9.